Dataset: NCI-60 drug combinations with 297,098 pairs across 59 cell lines. Task: Regression. Given two drug SMILES strings and cell line genomic features, predict the synergy score measuring deviation from expected non-interaction effect. (1) Drug 1: CCCS(=O)(=O)NC1=C(C(=C(C=C1)F)C(=O)C2=CNC3=C2C=C(C=N3)C4=CC=C(C=C4)Cl)F. Drug 2: CNC(=O)C1=NC=CC(=C1)OC2=CC=C(C=C2)NC(=O)NC3=CC(=C(C=C3)Cl)C(F)(F)F. Cell line: HS 578T. Synergy scores: CSS=5.80, Synergy_ZIP=-7.14, Synergy_Bliss=-5.47, Synergy_Loewe=-17.7, Synergy_HSA=-11.1. (2) Drug 1: CC1=C(C(=O)C2=C(C1=O)N3CC4C(C3(C2COC(=O)N)OC)N4)N. Drug 2: CC1=C(C(=CC=C1)Cl)NC(=O)C2=CN=C(S2)NC3=CC(=NC(=N3)C)N4CCN(CC4)CCO. Cell line: UACC62. Synergy scores: CSS=43.7, Synergy_ZIP=-1.33, Synergy_Bliss=-0.904, Synergy_Loewe=-1.44, Synergy_HSA=3.63. (3) Drug 1: CC12CCC3C(C1CCC2O)C(CC4=C3C=CC(=C4)O)CCCCCCCCCS(=O)CCCC(C(F)(F)F)(F)F. Drug 2: CCC1(C2=C(COC1=O)C(=O)N3CC4=CC5=C(C=CC(=C5CN(C)C)O)N=C4C3=C2)O.Cl. Cell line: PC-3. Synergy scores: CSS=16.7, Synergy_ZIP=-4.36, Synergy_Bliss=-2.59, Synergy_Loewe=-1.33, Synergy_HSA=1.90. (4) Drug 1: CC1=C2C(C(=O)C3(C(CC4C(C3C(C(C2(C)C)(CC1OC(=O)C(C(C5=CC=CC=C5)NC(=O)C6=CC=CC=C6)O)O)OC(=O)C7=CC=CC=C7)(CO4)OC(=O)C)O)C)OC(=O)C. Drug 2: C1=CN(C=N1)CC(O)(P(=O)(O)O)P(=O)(O)O. Cell line: NCI-H522. Synergy scores: CSS=40.4, Synergy_ZIP=-0.158, Synergy_Bliss=-0.239, Synergy_Loewe=-12.8, Synergy_HSA=0.292. (5) Drug 1: C1=C(C(=O)NC(=O)N1)F. Drug 2: CC1=CC=C(C=C1)C2=CC(=NN2C3=CC=C(C=C3)S(=O)(=O)N)C(F)(F)F. Cell line: HL-60(TB). Synergy scores: CSS=28.4, Synergy_ZIP=-24.6, Synergy_Bliss=-34.6, Synergy_Loewe=-37.5, Synergy_HSA=-33.9.